Dataset: Full USPTO retrosynthesis dataset with 1.9M reactions from patents (1976-2016). Task: Predict the reactants needed to synthesize the given product. (1) Given the product [CH2:10]([O:9][C:6]1[CH:7]=[CH:8][C:3]([C:1]#[C:2][C:26]2[CH:27]=[CH:28][C:23]([O:22][CH2:16][CH2:17][CH2:18][CH2:19][CH2:20][CH3:21])=[CH:24][CH:25]=2)=[CH:4][CH:5]=1)[CH2:11][CH2:12][CH2:13][CH2:14][CH3:15], predict the reactants needed to synthesize it. The reactants are: [C:1]([C:3]1[CH:8]=[CH:7][C:6]([O:9][CH2:10][CH2:11][CH2:12][CH2:13][CH2:14][CH3:15])=[CH:5][CH:4]=1)#[CH:2].[CH2:16]([O:22][C:23]1[CH:28]=[CH:27][C:26](I)=[CH:25][CH:24]=1)[CH2:17][CH2:18][CH2:19][CH2:20][CH3:21]. (2) Given the product [NH2:1][C:2]1[C:7]([C:8]2[N:19]=[N:20][NH:21][CH:9]=2)=[CH:6][CH:5]=[CH:4][N:3]=1, predict the reactants needed to synthesize it. The reactants are: [NH2:1][C:2]1[C:7]([C:8]#[CH:9])=[CH:6][CH:5]=[CH:4][N:3]=1.CN(C)C=O.C[Si]([N:19]=[N+:20]=[N-:21])(C)C. (3) Given the product [C:4]([C:7]([CH3:42])([CH3:41])[CH2:8][NH:9][C:10](=[O:40])[C@H:11]([CH:37]([CH3:38])[CH3:39])[CH2:12][C@H:13]([OH:36])[C@@H:14]([NH2:35])[CH2:15][C@@H:16]([CH:32]([CH3:34])[CH3:33])[CH2:17][C:18]1[CH:23]=[CH:22][C:21]([O:24][CH3:25])=[C:20]([O:26][CH2:27][CH2:28][CH2:29][O:30][CH3:31])[CH:19]=1)(=[O:6])[NH2:5], predict the reactants needed to synthesize it. The reactants are: [OH-].[Na+].Cl.[C:4]([C:7]([CH3:42])([CH3:41])[CH2:8][NH:9][C:10](=[O:40])[C@H:11]([CH:37]([CH3:39])[CH3:38])[CH2:12][C@H:13]([OH:36])[C@@H:14]([NH2:35])[CH2:15][C@@H:16]([CH:32]([CH3:34])[CH3:33])[CH2:17][C:18]1[CH:23]=[CH:22][C:21]([O:24][CH3:25])=[C:20]([O:26][CH2:27][CH2:28][CH2:29][O:30][CH3:31])[CH:19]=1)(=[O:6])[NH2:5].